From a dataset of Catalyst prediction with 721,799 reactions and 888 catalyst types from USPTO. Predict which catalyst facilitates the given reaction. (1) Reactant: [CH:1]([Mg]Br)=[CH2:2].[Br:5][C:6]1[C:7]([CH3:15])=[N:8][CH:9]=[C:10]([N+:12]([O-])=O)[CH:11]=1. Product: [Br:5][C:6]1[C:7]([CH3:15])=[N:8][CH:9]=[C:10]2[NH:12][CH:1]=[CH:2][C:11]=12. The catalyst class is: 1. (2) Reactant: O[C:2](C(F)(F)F)=O.OC(C(F)(F)F)=O.[CH:15]12[O:22][CH:19]([CH2:20][CH2:21]1)[CH2:18][N:17]([C:23]1[N:28]=[C:27]([N:29]3[CH2:34][CH2:33][NH:32][CH2:31][CH2:30]3)[N:26]=[C:25]([C:35]3[CH:40]=[CH:39][C:38]([NH:41][C:42]([NH:44][C:45]4[CH:50]=[CH:49][N:48]=[CH:47][CH:46]=4)=[O:43])=[CH:37][CH:36]=3)[N:24]=1)[CH2:16]2.C=O. Product: [CH3:2][N:32]1[CH2:33][CH2:34][N:29]([C:27]2[N:28]=[C:23]([N:17]3[CH2:16][CH:15]4[O:22][CH:19]([CH2:20][CH2:21]4)[CH2:18]3)[N:24]=[C:25]([C:35]3[CH:36]=[CH:37][C:38]([NH:41][C:42]([NH:44][C:45]4[CH:46]=[CH:47][N:48]=[CH:49][CH:50]=4)=[O:43])=[CH:39][CH:40]=3)[N:26]=2)[CH2:30][CH2:31]1. The catalyst class is: 106. (3) Reactant: C[O:2][CH:3](OC)[CH2:4][N:5]([C:14]1[CH:19]=[CH:18][CH:17]=[CH:16][C:15]=1[O:20][C:21]([F:24])([F:23])[F:22])[C:6]([CH:8]1[CH2:13][CH2:12][CH2:11][CH2:10][CH2:9]1)=[O:7].C1(C=CC(O)=CC=1)O.C([O-])(O)=O.[Na+]. Product: [O:2]=[CH:3][CH2:4][N:5]([C:14]1[CH:19]=[CH:18][CH:17]=[CH:16][C:15]=1[O:20][C:21]([F:22])([F:23])[F:24])[C:6]([CH:8]1[CH2:9][CH2:10][CH2:11][CH2:12][CH2:13]1)=[O:7]. The catalyst class is: 33. (4) Reactant: [S:1]([N:11]1[C:15]2[N:16]=[CH:17][C:18]3[N:19]([C:20]([C:23]45[CH2:30][CH2:29][C:26]([NH2:31])([CH2:27][CH2:28]4)[CH2:25][CH2:24]5)=[N:21][N:22]=3)[C:14]=2[CH:13]=[CH:12]1)([C:4]1[CH:10]=[CH:9][C:7]([CH3:8])=[CH:6][CH:5]=1)(=[O:3])=[O:2].CCN(C(C)C)C(C)C.[N:41]1([S:46](Cl)(=[O:48])=[O:47])[CH2:45][CH2:44][CH2:43][CH2:42]1.C([O-])([O-])=O.[K+].[K+]. Product: [S:1]([N:11]1[C:15]2[N:16]=[CH:17][C:18]3[N:19]([C:20]([C:23]45[CH2:30][CH2:29][C:26]([NH:31][S:46]([N:41]6[CH2:45][CH2:44][CH2:43][CH2:42]6)(=[O:48])=[O:47])([CH2:27][CH2:28]4)[CH2:25][CH2:24]5)=[N:21][N:22]=3)[C:14]=2[CH:13]=[CH:12]1)([C:4]1[CH:10]=[CH:9][C:7]([CH3:8])=[CH:6][CH:5]=1)(=[O:3])=[O:2]. The catalyst class is: 44. (5) Product: [CH2:15]1[CH2:16][O:17][C:18]2[CH:23]=[CH:22][C:21]([C:8]([OH:9])=[O:11])=[CH:20][C:19]=2[O:14]1. Reactant: Cl[O-].[Ca+2].Cl[O-].[OH-].[Na+].[C:8](=[O:11])([O-])[O-:9].[Na+].[Na+].[O:14]1[C:19]2[CH:20]=[CH:21][C:22](C(C)=O)=[CH:23][C:18]=2[O:17][CH2:16][CH2:15]1. The catalyst class is: 6. (6) Reactant: [CH2:1]([C:5]1([CH3:37])[C:14]2[C:9](=[CH:10][CH:11]=[CH:12][CH:13]=2)[C:8]([OH:15])=[C:7]([C:16]2[NH:21][C:20]3[CH:22]=[CH:23][C:24]([NH:26]C(=O)OC(C)(C)C)=[CH:25][C:19]=3[S:18](=[O:35])(=[O:34])[N:17]=2)[C:6]1=[O:36])[CH2:2][CH2:3][CH3:4].[ClH:38]. The catalyst class is: 12. Product: [ClH:38].[NH2:26][C:24]1[CH:23]=[CH:22][C:20]2[NH:21][C:16]([C:7]3[C:6](=[O:36])[C:5]([CH2:1][CH2:2][CH2:3][CH3:4])([CH3:37])[C:14]4[C:9]([C:8]=3[OH:15])=[CH:10][CH:11]=[CH:12][CH:13]=4)=[N:17][S:18](=[O:35])(=[O:34])[C:19]=2[CH:25]=1. (7) Reactant: [NH2:1][C@@H:2]([CH2:6][O:7][Si:8]([C:11]([CH3:14])([CH3:13])[CH3:12])([CH3:10])[CH3:9])[CH2:3][CH2:4][OH:5].N1C=CC=CC=1.[C:21](Cl)(Cl)=[O:22]. Product: [Si:8]([O:7][CH2:6][C@H:2]1[CH2:3][CH2:4][O:5][C:21](=[O:22])[NH:1]1)([C:11]([CH3:14])([CH3:13])[CH3:12])([CH3:10])[CH3:9]. The catalyst class is: 2. (8) Reactant: [NH:1]([C:3]1[N:4]=[CH:5][CH:6]=[C:7]2[C:12]=1[N:11]=[C:10]([C:13]1[CH:18]=[CH:17][C:16]([C:19]3([NH:23]C(=O)OC(C)(C)C)[CH2:22][CH2:21][CH2:20]3)=[CH:15][CH:14]=1)[C:9]([C:31]1[CH:36]=[CH:35][CH:34]=[CH:33][CH:32]=1)=[CH:8]2)[NH2:2].C1N=CN([C:42](N2C=NC=C2)=[O:43])C=1. Product: [NH2:23][C:19]1([C:16]2[CH:15]=[CH:14][C:13]([C:10]3[C:9]([C:31]4[CH:36]=[CH:35][CH:34]=[CH:33][CH:32]=4)=[CH:8][C:7]4[CH:6]=[CH:5][N:4]5[C:42](=[O:43])[NH:2][N:1]=[C:3]5[C:12]=4[N:11]=3)=[CH:18][CH:17]=2)[CH2:22][CH2:21][CH2:20]1. The catalyst class is: 225. (9) Reactant: [CH2:1]([C:8]1[CH:13]=[CH:12][CH:11]=[CH:10][C:9]=1[C:14]1[CH:15]=[C:16]2[C:21](=[C:22]([O:24]COCC[Si](C)(C)C)[CH:23]=1)[N:20]=[CH:19][N:18](COCC[Si](C)(C)C)[C:17]2=[O:41])[C:2]1[CH:7]=[CH:6][CH:5]=[CH:4][CH:3]=1.O. Product: [CH2:1]([C:8]1[CH:13]=[CH:12][CH:11]=[CH:10][C:9]=1[C:14]1[CH:15]=[C:16]2[C:21](=[C:22]([OH:24])[CH:23]=1)[N:20]=[CH:19][NH:18][C:17]2=[O:41])[C:2]1[CH:3]=[CH:4][CH:5]=[CH:6][CH:7]=1. The catalyst class is: 106. (10) Product: [CH:5]1([N:9]2[CH2:15][CH2:14][C:13]3[CH:16]=[CH:17][C:18]([O:20][C:21]4[N:26]=[CH:25][C:24]([C:27]([NH:31][NH2:32])=[O:29])=[CH:23][CH:22]=4)=[CH:19][C:12]=3[CH2:11][CH2:10]2)[CH2:6][CH2:7][CH2:8]1. The catalyst class is: 54. Reactant: S(Cl)(Cl)=O.[CH:5]1([N:9]2[CH2:15][CH2:14][C:13]3[CH:16]=[CH:17][C:18]([O:20][C:21]4[N:26]=[CH:25][C:24]([C:27]([OH:29])=O)=[CH:23][CH:22]=4)=[CH:19][C:12]=3[CH2:11][CH2:10]2)[CH2:8][CH2:7][CH2:6]1.O.[NH2:31][NH2:32].